From a dataset of Full USPTO retrosynthesis dataset with 1.9M reactions from patents (1976-2016). Predict the reactants needed to synthesize the given product. (1) Given the product [OH:28][C:23]1[CH:22]=[CH:21][C:20]([CH2:19][C@H:12]2[C@H:11]3[C@@H:16]([N:8]([CH2:7][C:6]4[CH:31]=[CH:32][CH:33]=[C:4]([CH:1]([CH3:2])[CH3:3])[CH:5]=4)[C:9](=[O:30])[O:10]3)[CH2:15][S:14](=[O:18])(=[O:17])[CH2:13]2)=[CH:27][C:24]=1[CH:25]=[O:26], predict the reactants needed to synthesize it. The reactants are: [CH:1]([C:4]1[CH:5]=[C:6]([CH:31]=[CH:32][CH:33]=1)[CH2:7][N:8]1[C@@H:16]2[C@H:11]([C@H:12]([CH2:19][C:20]3[CH:21]=[CH:22][C:23]([O:28]C)=[C:24]([CH:27]=3)[CH:25]=[O:26])[CH2:13][S:14](=[O:18])(=[O:17])[CH2:15]2)[O:10][C:9]1=[O:30])([CH3:3])[CH3:2].B(Br)(Br)Br.C1(C)C=CC=CC=1.CCO.N. (2) Given the product [Cl:1][C:2]1[CH:3]=[CH:4][C:5]([O:64][CH3:65])=[C:6]([C@@:8]2([F:63])[C:16]3[C:11](=[CH:12][C:13]([C:17]([F:18])([F:19])[F:20])=[CH:14][CH:15]=3)[N:10]([CH2:21][O:22][CH:23]3[C@H:28]([OH:29])[C@@H:27]([OH:37])[C@H:26]([OH:45])[C@@H:25]([CH2:53][OH:54])[O:24]3)[C:9]2=[O:62])[CH:7]=1, predict the reactants needed to synthesize it. The reactants are: [Cl:1][C:2]1[CH:3]=[CH:4][C:5]([O:64][CH3:65])=[C:6]([C@@:8]2([F:63])[C:16]3[C:11](=[CH:12][C:13]([C:17]([F:20])([F:19])[F:18])=[CH:14][CH:15]=3)[N:10]([CH2:21][O:22][CH:23]3[C@H:28]([O:29]CC4C=CC=CC=4)[C@@H:27]([O:37]CC4C=CC=CC=4)[C@@H:26]([O:45]CC4C=CC=CC=4)[C@@H:25]([CH2:53][O:54]CC4C=CC=CC=4)[O:24]3)[C:9]2=[O:62])[CH:7]=1.C(O)C. (3) Given the product [CH3:14][O:13][C:7]1[CH:8]=[C:9]2[C:4](=[CH:5][C:6]=1[O:15][CH3:16])[N:3]=[C:2]([N:31]1[CH2:30][CH2:29][C:28]3[C:33](=[CH:34][CH:35]=[CH:36][C:27]=3[S:24]([N:21]3[CH2:20][CH2:19][N:18]([CH3:17])[CH2:23][CH2:22]3)(=[O:26])=[O:25])[CH2:32]1)[NH:11][C:10]2=[O:12], predict the reactants needed to synthesize it. The reactants are: Cl[C:2]1[NH:11][C:10](=[O:12])[C:9]2[C:4](=[CH:5][C:6]([O:15][CH3:16])=[C:7]([O:13][CH3:14])[CH:8]=2)[N:3]=1.[CH3:17][N:18]1[CH2:23][CH2:22][N:21]([S:24]([C:27]2[CH:36]=[CH:35][CH:34]=[C:33]3[C:28]=2[CH2:29][CH2:30][NH:31][CH2:32]3)(=[O:26])=[O:25])[CH2:20][CH2:19]1.C(N(CC)CC)C. (4) Given the product [C:1]([C:3]1[CH:4]=[C:5]([C:6]2[O:8][N:44]=[C:43]([C:29]3[CH:30]=[C:31]4[C:35](=[C:27]([F:26])[CH:28]=3)[NH:34][C:33]([CH2:36][CH2:37][C:38]([O:40][CH2:41][CH3:42])=[O:39])=[CH:32]4)[N:46]=2)[CH:9]=[CH:10][C:11]=1[O:12][CH:13]([CH3:15])[CH3:14])#[N:2], predict the reactants needed to synthesize it. The reactants are: [C:1]([C:3]1[CH:4]=[C:5]([CH:9]=[CH:10][C:11]=1[O:12][CH:13]([CH3:15])[CH3:14])[C:6]([OH:8])=O)#[N:2].C1C=CC2N(O)N=NC=2C=1.[F:26][C:27]1[CH:28]=[C:29](/[C:43](/[NH:46]O)=[N:44]/[H])[CH:30]=[C:31]2[C:35]=1[NH:34][C:33]([CH2:36][CH2:37][C:38]([O:40][CH2:41][CH3:42])=[O:39])=[CH:32]2.CCCC[N+](CCCC)(CCCC)CCCC.[F-]. (5) Given the product [CH2:26]([C:18]1[CH:19]=[C:20]([CH3:25])[CH:21]=[C:22]([CH2:23][CH3:24])[C:17]=1[CH:7]1[C:6](=[O:5])[CH:13]2[CH:9]([CH2:10][CH:11]([C:14]#[N:35])[CH2:12]2)[C:8]1=[O:16])[CH3:27], predict the reactants needed to synthesize it. The reactants are: CC(C)(C)C([O:5][CH:6]1[CH:13]2[CH:9]([CH2:10][CH:11]([CH:14]=O)[CH2:12]2)[C:8](=[O:16])[CH:7]1[C:17]1[C:22]([CH2:23][CH3:24])=[CH:21][C:20]([CH3:25])=[CH:19][C:18]=1[CH2:26][CH3:27])=O.C([O-])=O.[Na+].Cl.[NH2:35]O.O. (6) Given the product [N+:1]([C:16]1[CH:17]=[CH:18][C:13]2[N:12]=[CH:11][S:10][C:14]=2[CH:15]=1)([O-:4])=[O:2], predict the reactants needed to synthesize it. The reactants are: [N+:1]([O-:4])(O)=[O:2].OS(O)(=O)=O.[S:10]1[C:14]2[CH:15]=[CH:16][CH:17]=[CH:18][C:13]=2[N:12]=[CH:11]1.